This data is from Full USPTO retrosynthesis dataset with 1.9M reactions from patents (1976-2016). The task is: Predict the reactants needed to synthesize the given product. (1) Given the product [CH:20]1([N:17]2[CH2:18][CH2:19][CH:15]([CH2:14][C:10]3[C:11]([Cl:13])=[CH:12][C:7]([C:40]4[CH:41]=[N:37][NH:38][CH:39]=4)=[CH:8][C:9]=3[Cl:27])[C:16]2=[O:26])[CH2:25][CH2:24][CH2:23][CH2:22][CH2:21]1, predict the reactants needed to synthesize it. The reactants are: FC(F)(F)S(O[C:7]1[CH:12]=[C:11]([Cl:13])[C:10]([CH2:14][CH:15]2[CH2:19][CH2:18][N:17]([CH:20]3[CH2:25][CH2:24][CH2:23][CH2:22][CH2:21]3)[C:16]2=[O:26])=[C:9]([Cl:27])[CH:8]=1)(=O)=O.C([N:37]1[CH:41]=[C:40](B2OC(C)(C)C(C)(C)O2)[CH:39]=[N:38]1)(OC(C)(C)C)=O.C(=O)([O-])[O-].[Na+].[Na+]. (2) The reactants are: [F:1][C:2]1[CH:3]=[C:4]([C:8]2[CH:9]=[CH:10][C:11]([CH:14]=O)=[N:12][CH:13]=2)[CH:5]=[CH:6][CH:7]=1.C1(P(=[CH:35][CH:36]=[O:37])(C2C=CC=CC=2)C2C=CC=CC=2)C=CC=CC=1. Given the product [F:1][C:2]1[CH:3]=[C:4]([C:8]2[CH:9]=[CH:10][C:11](/[CH:14]=[CH:35]/[CH:36]=[O:37])=[N:12][CH:13]=2)[CH:5]=[CH:6][CH:7]=1, predict the reactants needed to synthesize it. (3) Given the product [Cl:1][C:2]1[CH:3]=[C:4]([C:9]2[CH:14]=[N:13][CH:12]=[C:11]([CH3:15])[N:10]=2)[CH:5]=[CH:6][C:7]=1[B:20]([OH:21])[OH:19], predict the reactants needed to synthesize it. The reactants are: [Cl:1][C:2]1[CH:3]=[C:4]([C:9]2[CH:14]=[N:13][CH:12]=[C:11]([CH3:15])[N:10]=2)[CH:5]=[CH:6][C:7]=1I.CC([O:19][B:20](OC(C)C)[O:21]C(C)C)C.[Li]CCCC. (4) Given the product [F:1][C:2]1[CH:8]=[CH:7][CH:6]=[C:5]([N+:9]([O-:11])=[O:10])[C:3]=1[NH:4][C:18](=[O:19])[CH2:14][C:15]([O:16][CH2:28][CH3:34])=[O:24], predict the reactants needed to synthesize it. The reactants are: [F:1][C:2]1[CH:8]=[CH:7][CH:6]=[C:5]([N+:9]([O-:11])=[O:10])[C:3]=1[NH2:4].C([CH:14]([C:18](Cl)=[O:19])[C:15](Cl)=[O:16])C.C([O:24]C(C)C)(C)C.[C:28]1([CH3:34])C=CC=CC=1. (5) Given the product [F:1][C:2]1[CH:10]=[CH:9][C:5]([C:6]([O:8][CH3:14])=[O:7])=[C:4]([N+:11]([O-:13])=[O:12])[CH:3]=1, predict the reactants needed to synthesize it. The reactants are: [F:1][C:2]1[CH:10]=[CH:9][C:5]([C:6]([OH:8])=[O:7])=[C:4]([N+:11]([O-:13])=[O:12])[CH:3]=1.[CH3:14]O. (6) Given the product [C:1]([O:5][C:6]([N:8]1[CH2:13][CH2:12][N:11]([C:14]2[O:15][C:16]3[C:22]([C:23]([N:39]([CH3:40])[CH3:38])=[O:24])=[CH:21][C:20]([Cl:26])=[CH:19][C:17]=3[N:18]=2)[C@@H:10]([CH3:27])[CH2:9]1)=[O:7])([CH3:3])([CH3:2])[CH3:4], predict the reactants needed to synthesize it. The reactants are: [C:1]([O:5][C:6]([N:8]1[CH2:13][CH2:12][N:11]([C:14]2[O:15][C:16]3[C:22]([C:23](O)=[O:24])=[CH:21][C:20]([Cl:26])=[CH:19][C:17]=3[N:18]=2)[C@@H:10]([CH3:27])[CH2:9]1)=[O:7])([CH3:4])([CH3:3])[CH3:2].C1C=CC2N(O)N=NC=2C=1.[CH3:38][NH:39][CH3:40].O. (7) Given the product [CH2:1]([O:3][C:4]([C:6]1[C:11]([CH3:12])=[N:10][C:9]([NH:13][CH2:14]/[CH:15]=[CH:16]/[C:30]2[CH:29]=[C:28]([O:41][CH3:40])[CH:33]=[CH:32][C:31]=2[F:34])=[N:8][C:7]=1[CH3:26])=[O:5])[CH3:2], predict the reactants needed to synthesize it. The reactants are: [CH2:1]([O:3][C:4]([C:6]1[C:7]([CH3:26])=[N:8][C:9]([NH:13][CH2:14]/[CH:15]=[CH:16]/B2OC(C)(C)C(C)(C)O2)=[N:10][C:11]=1[CH3:12])=[O:5])[CH3:2].Br[C:28]1[CH:29]=[C:30](O)[C:31]([F:34])=[CH:32][CH:33]=1.[F-].[Cs+].C1C[O:41][CH2:40]C1. (8) The reactants are: [NH2:1][C:2]1[N:7]=[CH:6][C:5]([C:8]2[CH:9]=[N:10][C:11]([NH:14][CH:15]3[CH2:17][CH2:16]3)=[N:12][CH:13]=2)=[CH:4][CH:3]=1.[F:18][C:19]([F:31])([F:30])[C:20]1[CH:21]=[C:22]([CH2:26][C:27](Cl)=[O:28])[CH:23]=[CH:24][CH:25]=1. Given the product [CH:15]1([NH:14][C:11]2[N:10]=[CH:9][C:8]([C:5]3[CH:4]=[CH:3][C:2]([NH:1][C:27](=[O:28])[CH2:26][C:22]4[CH:23]=[CH:24][CH:25]=[C:20]([C:19]([F:30])([F:18])[F:31])[CH:21]=4)=[N:7][CH:6]=3)=[CH:13][N:12]=2)[CH2:17][CH2:16]1, predict the reactants needed to synthesize it. (9) Given the product [F:1][C:2]1[CH:7]=[CH:6][C:5]([C:8]2[C:9]([N:22]3[CH2:27][CH2:26][CH:25]([C:28]4[CH:29]=[CH:30][C:31]([O:34][CH3:35])=[CH:32][CH:33]=4)[CH2:24][CH2:23]3)=[N:10][C:11]3[C:16]([N:17]=2)=[CH:15][C:14]([C:18]([OH:20])=[O:19])=[CH:13][CH:12]=3)=[CH:4][CH:3]=1, predict the reactants needed to synthesize it. The reactants are: [F:1][C:2]1[CH:7]=[CH:6][C:5]([C:8]2[C:9]([N:22]3[CH2:27][CH2:26][CH:25]([C:28]4[CH:33]=[CH:32][C:31]([O:34][CH3:35])=[CH:30][CH:29]=4)[CH2:24][CH2:23]3)=[N:10][C:11]3[C:16]([N:17]=2)=[CH:15][C:14]([C:18]([O:20]C)=[O:19])=[CH:13][CH:12]=3)=[CH:4][CH:3]=1.[OH-].[Na+].Cl.